Dataset: NCI-60 drug combinations with 297,098 pairs across 59 cell lines. Task: Regression. Given two drug SMILES strings and cell line genomic features, predict the synergy score measuring deviation from expected non-interaction effect. Cell line: KM12. Drug 2: C1=NC2=C(N=C(N=C2N1C3C(C(C(O3)CO)O)F)Cl)N. Drug 1: CC(CN1CC(=O)NC(=O)C1)N2CC(=O)NC(=O)C2. Synergy scores: CSS=23.3, Synergy_ZIP=-14.2, Synergy_Bliss=-9.23, Synergy_Loewe=-6.58, Synergy_HSA=-4.05.